From a dataset of Catalyst prediction with 721,799 reactions and 888 catalyst types from USPTO. Predict which catalyst facilitates the given reaction. Reactant: [Cl:1][C:2]1[CH:3]=[C:4]([NH:9][C:10]([N:12]2[CH2:17][CH2:16][N:15]([CH2:18][C@@H:19]3[CH2:24][CH2:23][CH2:22][N:21]([CH2:25][CH2:26][CH2:27][C:28]([O:30]C)=[O:29])[CH2:20]3)[CH2:14][CH2:13]2)=[O:11])[CH:5]=[CH:6][C:7]=1[Cl:8].[OH-].[Li+]. Product: [NH3:9].[Cl:1][C:2]1[CH:3]=[C:4]([NH:9][C:10]([N:12]2[CH2:17][CH2:16][N:15]([CH2:18][C@@H:19]3[CH2:24][CH2:23][CH2:22][N:21]([CH2:25][CH2:26][CH2:27][C:28]([OH:30])=[O:29])[CH2:20]3)[CH2:14][CH2:13]2)=[O:11])[CH:5]=[CH:6][C:7]=1[Cl:8]. The catalyst class is: 7.